Dataset: Reaction yield outcomes from USPTO patents with 853,638 reactions. Task: Predict the reaction yield, written as a fraction of the theoretical maximum amount of product (1.0 means a 100% yield; for example, 0.34 means a 34% yield). (1) The reactants are [CH:1](=O)[CH2:2][CH2:3][CH2:4][CH2:5][CH:6]=[CH2:7].[C:9]([O:13][C:14]([CH3:17])([CH3:16])[CH3:15])(=[O:12])[NH:10][NH2:11].[BH3-]C#N.[Na+]. The catalyst is CO.C([O-])(O)=O.[Na+].CCOC(C)=O. The product is [C:14]([O:13][C:9]([NH:10]/[N:11]=[CH:1]/[CH2:2][CH2:3][CH2:4][CH2:5][CH:6]=[CH2:7])=[O:12])([CH3:17])([CH3:16])[CH3:15]. The yield is 0.610. (2) The reactants are [H-].[H-].[H-].[H-].[Li+].[Al+3].C[O:8][C:9](=O)[C:10]1[CH:15]=[C:14]([C:16]#[N:17])[CH:13]=[CH:12][C:11]=1[CH2:18][N:19]([CH2:30][C:31]1[C:36]([CH3:37])=[CH:35][CH:34]=[CH:33][N:32]=1)[CH:20]1[C:29]2[N:28]=[CH:27][CH:26]=[CH:25][C:24]=2[CH2:23][CH2:22][CH2:21]1.C(C(C(C([O-])=O)O)O)([O-])=O.[K+].[Na+]. The catalyst is C1COCC1. The product is [NH2:17][CH2:16][C:14]1[CH:13]=[CH:12][C:11]([CH2:18][N:19]([CH2:30][C:31]2[C:36]([CH3:37])=[CH:35][CH:34]=[CH:33][N:32]=2)[CH:20]2[C:29]3[N:28]=[CH:27][CH:26]=[CH:25][C:24]=3[CH2:23][CH2:22][CH2:21]2)=[C:10]([CH2:9][OH:8])[CH:15]=1. The yield is 0.340.